This data is from NCI-60 drug combinations with 297,098 pairs across 59 cell lines. The task is: Regression. Given two drug SMILES strings and cell line genomic features, predict the synergy score measuring deviation from expected non-interaction effect. (1) Drug 1: C1=CN(C=N1)CC(O)(P(=O)(O)O)P(=O)(O)O. Drug 2: C1CN1C2=NC(=NC(=N2)N3CC3)N4CC4. Cell line: A549. Synergy scores: CSS=41.3, Synergy_ZIP=0.968, Synergy_Bliss=-0.390, Synergy_Loewe=-8.08, Synergy_HSA=0.295. (2) Synergy scores: CSS=-4.09, Synergy_ZIP=2.13, Synergy_Bliss=1.36, Synergy_Loewe=-3.64, Synergy_HSA=-2.45. Drug 1: CCCCCOC(=O)NC1=NC(=O)N(C=C1F)C2C(C(C(O2)C)O)O. Cell line: SF-268. Drug 2: CC12CCC3C(C1CCC2O)C(CC4=C3C=CC(=C4)O)CCCCCCCCCS(=O)CCCC(C(F)(F)F)(F)F. (3) Drug 1: CC=C1C(=O)NC(C(=O)OC2CC(=O)NC(C(=O)NC(CSSCCC=C2)C(=O)N1)C(C)C)C(C)C. Drug 2: CS(=O)(=O)OCCCCOS(=O)(=O)C. Cell line: OVCAR-4. Synergy scores: CSS=38.1, Synergy_ZIP=-1.02, Synergy_Bliss=-1.55, Synergy_Loewe=-78.4, Synergy_HSA=0.350. (4) Drug 1: CC12CCC3C(C1CCC2NC(=O)OCC(F)(F)F)CCC4C3(C=CC(=O)N4C)C. Drug 2: CN(C)C(=N)N=C(N)N. Cell line: T-47D. Synergy scores: CSS=8.66, Synergy_ZIP=3.61, Synergy_Bliss=6.13, Synergy_Loewe=5.46, Synergy_HSA=6.36. (5) Drug 1: CCC1=CC2CC(C3=C(CN(C2)C1)C4=CC=CC=C4N3)(C5=C(C=C6C(=C5)C78CCN9C7C(C=CC9)(C(C(C8N6C)(C(=O)OC)O)OC(=O)C)CC)OC)C(=O)OC.C(C(C(=O)O)O)(C(=O)O)O. Drug 2: CN(C(=O)NC(C=O)C(C(C(CO)O)O)O)N=O. Cell line: MALME-3M. Synergy scores: CSS=34.5, Synergy_ZIP=-0.505, Synergy_Bliss=-2.46, Synergy_Loewe=-22.5, Synergy_HSA=-1.06. (6) Drug 1: C1=C(C(=O)NC(=O)N1)N(CCCl)CCCl. Drug 2: CC1C(C(=O)NC(C(=O)N2CCCC2C(=O)N(CC(=O)N(C(C(=O)O1)C(C)C)C)C)C(C)C)NC(=O)C3=C4C(=C(C=C3)C)OC5=C(C(=O)C(=C(C5=N4)C(=O)NC6C(OC(=O)C(N(C(=O)CN(C(=O)C7CCCN7C(=O)C(NC6=O)C(C)C)C)C)C(C)C)C)N)C. Cell line: MDA-MB-231. Synergy scores: CSS=3.76, Synergy_ZIP=-4.67, Synergy_Bliss=-8.97, Synergy_Loewe=-8.14, Synergy_HSA=-8.44. (7) Drug 1: C1CCN(CC1)CCOC2=CC=C(C=C2)C(=O)C3=C(SC4=C3C=CC(=C4)O)C5=CC=C(C=C5)O. Drug 2: C1C(C(OC1N2C=C(C(=O)NC2=O)F)CO)O. Cell line: A549. Synergy scores: CSS=25.2, Synergy_ZIP=0.275, Synergy_Bliss=-0.456, Synergy_Loewe=-9.86, Synergy_HSA=-1.83.